This data is from Full USPTO retrosynthesis dataset with 1.9M reactions from patents (1976-2016). The task is: Predict the reactants needed to synthesize the given product. Given the product [O:1]=[C:2]1[CH2:6][CH2:5][CH:4]([CH2:7][C:8]([O:10][CH3:11])=[O:9])[CH2:3]1, predict the reactants needed to synthesize it. The reactants are: [O:1]=[C:2]1[CH2:6][CH2:5][CH:4]([CH:7](C(OC)=O)[C:8]([O:10][CH3:11])=[O:9])[CH2:3]1.C(O)(=O)CCCCCCCCCCC(O)=O.